From a dataset of CYP1A2 inhibition data for predicting drug metabolism from PubChem BioAssay. Regression/Classification. Given a drug SMILES string, predict its absorption, distribution, metabolism, or excretion properties. Task type varies by dataset: regression for continuous measurements (e.g., permeability, clearance, half-life) or binary classification for categorical outcomes (e.g., BBB penetration, CYP inhibition). Dataset: cyp1a2_veith. The drug is O=c1c2ccccc2nc(SCc2ccccc2Cl)n1Cc1ccccc1. The result is 1 (inhibitor).